The task is: Predict the reactants needed to synthesize the given product.. This data is from Full USPTO retrosynthesis dataset with 1.9M reactions from patents (1976-2016). (1) Given the product [C:24]([NH:27][C:28]1[CH:33]=[CH:32][C:1]([S:2][C:5]2[N:10]=[C:9]([NH:11][C:12]3[NH:13][N:14]=[C:15]([CH3:17])[CH:16]=3)[CH:8]=[C:7]([N:18]3[CH2:23][CH2:22][O:21][CH2:20][CH2:19]3)[N:6]=2)=[CH:30][CH:29]=1)(=[O:26])[CH3:25], predict the reactants needed to synthesize it. The reactants are: [CH3:1][S:2]([C:5]1[N:10]=[C:9]([NH:11][C:12]2[NH:13][N:14]=[C:15]([CH3:17])[CH:16]=2)[CH:8]=[C:7]([N:18]2[CH2:23][CH2:22][O:21][CH2:20][CH2:19]2)[N:6]=1)(=O)=O.[C:24]([NH:27][C:28]1[CH:33]=[CH:32]C(S)=[CH:30][CH:29]=1)(=[O:26])[CH3:25]. (2) Given the product [Na+:1].[CH3:32][C:31]1[O:30][C:29]([C:33]2[CH:34]=[CH:35][C:36]([C:39]([F:42])([F:40])[F:41])=[CH:37][CH:38]=2)=[N:28][C:27]=1[CH2:26][O:3][C:4]1[CH:9]=[CH:8][C:7]([S:10]([O-:13])(=[O:11])=[O:12])=[CH:6][CH:5]=1, predict the reactants needed to synthesize it. The reactants are: [Na+:1].[Na+:1].[OH:3][C:4]1[CH:9]=[CH:8][C:7]([S:10]([O-:13])(=[O:12])=[O:11])=[CH:6][CH:5]=1.[OH:3][C:4]1[CH:9]=[CH:8][C:7]([S:10]([O-:13])(=[O:11])=[O:12])=[CH:6][CH:5]=1.Cl[CH2:26][C:27]1[N:28]=[C:29]([C:33]2[CH:38]=[CH:37][C:36]([C:39]([F:42])([F:41])[F:40])=[CH:35][CH:34]=2)[O:30][C:31]=1[CH3:32]. (3) Given the product [C:20]([C:18]1[N:17]=[C:16]([O:24][CH3:25])[N:15]=[C:14]([O:13][CH:11]2[CH2:12][CH:8]([C:6]([OH:7])=[O:5])[CH:9]([C:26](=[O:38])[NH:27][C:28]3([C:33]([O:35][CH2:36][CH3:37])=[O:34])[CH2:30][CH:29]3[CH:31]=[CH2:32])[CH2:10]2)[CH:19]=1)([CH3:21])([CH3:22])[CH3:23], predict the reactants needed to synthesize it. The reactants are: C([O:5][C:6]([CH:8]1[CH2:12][CH:11]([O:13][C:14]2[CH:19]=[C:18]([C:20]([CH3:23])([CH3:22])[CH3:21])[N:17]=[C:16]([O:24][CH3:25])[N:15]=2)[CH2:10][CH:9]1[C:26](=[O:38])[NH:27][C:28]1([C:33]([O:35][CH2:36][CH3:37])=[O:34])[CH2:30][CH:29]1[CH:31]=[CH2:32])=[O:7])(C)(C)C.C([SiH](CC)CC)C.C(O)(C(F)(F)F)=O. (4) Given the product [OH:33][CH2:34][CH:35]1[CH2:36][N:37]([C:2]2[C:21]([C:22]3[NH:26][N:25]=[CH:24][CH:23]=3)=[CH:20][C:5]([C:6]([NH:8][C:9]3[CH:14]=[CH:13][C:12]([O:15][C:16]([F:19])([F:17])[F:18])=[CH:11][CH:10]=3)=[O:7])=[CH:4][N:3]=2)[CH2:38][CH2:39][O:40]1, predict the reactants needed to synthesize it. The reactants are: Cl[C:2]1[C:21]([C:22]2[N:26](C3CCCCO3)[N:25]=[CH:24][CH:23]=2)=[CH:20][C:5]([C:6]([NH:8][C:9]2[CH:14]=[CH:13][C:12]([O:15][C:16]([F:19])([F:18])[F:17])=[CH:11][CH:10]=2)=[O:7])=[CH:4][N:3]=1.[OH:33][CH2:34][CH:35]1[O:40][CH2:39][CH2:38][NH:37][CH2:36]1.CCN(C(C)C)C(C)C.C(O)(C(F)(F)F)=O.C([O-])([O-])=O.[Na+].[Na+]. (5) Given the product [C:1]([C:5]1[CH:6]=[C:7]2[C:12](=[C:13]([F:15])[CH:14]=1)[C:11](=[O:16])[N:10]([C:17]1[C:18]([CH2:19][OH:20])=[C:21]([C:25]3[CH:30]=[C:29]([NH:31][C:32]4[CH:36]=[CH:35][N:34]([CH3:37])[N:33]=4)[C:28](=[O:38])[N:27]([CH3:39])[CH:26]=3)[CH:22]=[CH:23][N:24]=1)[N:9]=[CH:8]2)([CH3:4])([CH3:2])[CH3:3], predict the reactants needed to synthesize it. The reactants are: [C:1]([C:5]1[CH:6]=[C:7]2[C:12](=[C:13]([F:15])[CH:14]=1)[C:11](=[O:16])[N:10]([C:17]1[N:24]=[CH:23][CH:22]=[C:21]([C:25]3[CH:30]=[C:29]([NH:31][C:32]4[CH:36]=[CH:35][N:34]([CH3:37])[N:33]=4)[C:28](=[O:38])[N:27]([CH3:39])[CH:26]=3)[C:18]=1[CH:19]=[O:20])[N:9]=[CH:8]2)([CH3:4])([CH3:3])[CH3:2].O.[OH-].[Li+]. (6) Given the product [F:22][C:23]1[CH:31]=[C:30]2[C:26]([C:27]([C:2]3[CH:3]=[CH:4][C:5]4[S:9](=[O:11])(=[O:10])[N:8]([CH2:12][CH2:13][N:14]5[CH2:18][CH2:17][O:16][C:15]5=[O:19])[CH:7]([CH3:20])[C:6]=4[CH:21]=3)=[CH:28][N:29]2[C:32]([O:34][C:35]([CH3:38])([CH3:37])[CH3:36])=[O:33])=[CH:25][CH:24]=1, predict the reactants needed to synthesize it. The reactants are: Br[C:2]1[CH:3]=[CH:4][C:5]2[S:9](=[O:11])(=[O:10])[N:8]([CH2:12][CH2:13][N:14]3[CH2:18][CH2:17][O:16][C:15]3=[O:19])[CH:7]([CH3:20])[C:6]=2[CH:21]=1.[F:22][C:23]1[CH:31]=[C:30]2[C:26]([C:27](B3OC(C)(C)C(C)(C)O3)=[CH:28][N:29]2[C:32]([O:34][C:35]([CH3:38])([CH3:37])[CH3:36])=[O:33])=[CH:25][CH:24]=1.[O-]P([O-])([O-])=O.[K+].[K+].[K+]. (7) Given the product [CH3:19][C:20]1[CH:25]=[CH:24][C:23]([NH2:26])=[CH:22][C:21]=1[C:2]1[CH:3]=[C:4]2[C:9](=[CH:10][CH:11]=1)[C:8]([O:12][CH:13]([CH3:18])[C:14]([F:17])([F:16])[F:15])=[N:7][N:6]=[CH:5]2, predict the reactants needed to synthesize it. The reactants are: Cl[C:2]1[CH:3]=[C:4]2[C:9](=[CH:10][CH:11]=1)[C:8]([O:12][CH:13]([CH3:18])[C:14]([F:17])([F:16])[F:15])=[N:7][N:6]=[CH:5]2.[CH3:19][C:20]1[CH:25]=[CH:24][C:23]([NH2:26])=[CH:22][C:21]=1B1OC(C)(C)C(C)(C)O1.